From a dataset of Reaction yield outcomes from USPTO patents with 853,638 reactions. Predict the reaction yield, written as a fraction of the theoretical maximum amount of product (1.0 means a 100% yield; for example, 0.34 means a 34% yield). (1) The reactants are NC1C=CC([C:8]2[C:13]([S:14]([NH2:17])(=[O:16])=[O:15])=[CH:12][CH:11]=[C:10]([NH2:18])[CH:9]=2)=CC=1.[O:19]([C:26]1[CH:31]=[CH:30][CH:29]=[CH:28][C:27]=1N=C=O)[C:20]1[CH:25]=[CH:24][CH:23]=[CH:22][CH:21]=1.[K+].[Br-].[NH2:37][C:38](N)=[O:39]. No catalyst specified. The product is [CH:29]1[CH:30]=[CH:31][C:26]([O:19][C:20]2[CH:21]=[CH:22][C:23]([NH:37][C:38]([NH:18][C:10]3[CH:11]=[CH:12][C:13]([S:14]([NH2:17])(=[O:15])=[O:16])=[CH:8][CH:9]=3)=[O:39])=[CH:24][CH:25]=2)=[CH:27][CH:28]=1. The yield is 0.468. (2) The yield is 0.970. The catalyst is O. The product is [CH2:10]([C:13]1[O:14][C:15]2[CH:21]=[C:20]([O:22][CH3:23])[CH:19]=[CH:18][C:16]=2[CH:17]=1)[CH3:11]. The reactants are NN.C(O)COCCO.[C:10]([C:13]1[O:14][C:15]2[CH:21]=[C:20]([O:22][CH3:23])[CH:19]=[CH:18][C:16]=2[CH:17]=1)(=O)[CH3:11].[OH-].[K+]. (3) The catalyst is CN(C=O)C. The reactants are [F:1][C:2]1[CH:7]=[CH:6][C:5]([C:8]2[N:9]=[CH:10][NH:11][CH:12]=2)=[CH:4][N:3]=1.[C:13](=O)([O-])[O-].[K+].[K+].Br[CH2:20][CH2:21][CH2:22][CH2:23][N:24]1[C:28](=[O:29])[C:27]2=[CH:30][CH:31]=[CH:32][CH:33]=[C:26]2[C:25]1=[O:34]. The product is [F:1][C:2]1[N:3]=[CH:4][C:5]([C:8]2[N:9]=[CH:10][N:11]([CH2:13][CH2:20][CH2:21][CH2:22][CH2:23][N:24]3[C:28](=[O:29])[C:27]4[C:26](=[CH:33][CH:32]=[CH:31][CH:30]=4)[C:25]3=[O:34])[CH:12]=2)=[CH:6][CH:7]=1. The yield is 0.550. (4) The reactants are Cl[C:2]1[C:7]([N+:8]([O-:10])=[O:9])=[CH:6][N:5]=[C:4]2[S:11][CH:12]=[CH:13][C:3]=12.[NH:14]1[CH2:19][CH2:18][CH2:17][C@H:16]([NH:20][C:21](=[O:27])[O:22][C:23]([CH3:26])([CH3:25])[CH3:24])[CH2:15]1.CCN(C(C)C)C(C)C. The catalyst is C(O)CCC. The product is [N+:8]([C:7]1[C:2]([N:14]2[CH2:19][CH2:18][CH2:17][C@H:16]([NH:20][C:21](=[O:27])[O:22][C:23]([CH3:25])([CH3:24])[CH3:26])[CH2:15]2)=[C:3]2[CH:13]=[CH:12][S:11][C:4]2=[N:5][CH:6]=1)([O-:10])=[O:9]. The yield is 0.940. (5) The reactants are [NH2:1][C:2]1[C:7]2[N:8]=[C:9]([C:11]([F:14])([F:13])[F:12])[O:10][C:6]=2[CH:5]=[CH:4][CH:3]=1.[C:15]1(=O)[O:20][C:18](=[O:19])[CH:17]=[CH:16]1. The catalyst is C(O)(=O)C. The product is [F:12][C:11]([F:14])([F:13])[C:9]1[O:10][C:6]2[CH:5]=[CH:4][CH:3]=[C:2]([N:1]3[C:18](=[O:19])[CH:17]=[CH:16][C:15]3=[O:20])[C:7]=2[N:8]=1. The yield is 0.570. (6) The reactants are Cl.[NH2:2][CH2:3][C:4]1[CH:9]=[CH:8][C:7]([NH:10][S:11]([CH3:14])(=[O:13])=[O:12])=[C:6]([F:15])[CH:5]=1.[Cl:16][C:17]1[C:22]([CH:23]=[CH:24][C:25](O)=[O:26])=[CH:21][CH:20]=[C:19]([C:28]([F:31])([F:30])[F:29])[N:18]=1. No catalyst specified. The product is [Cl:16][C:17]1[C:22]([CH:23]=[CH:24][C:25]([NH:2][CH2:3][C:4]2[CH:9]=[CH:8][C:7]([NH:10][S:11]([CH3:14])(=[O:13])=[O:12])=[C:6]([F:15])[CH:5]=2)=[O:26])=[CH:21][CH:20]=[C:19]([C:28]([F:29])([F:30])[F:31])[N:18]=1. The yield is 0.980.